Predict which catalyst facilitates the given reaction. From a dataset of Catalyst prediction with 721,799 reactions and 888 catalyst types from USPTO. (1) Reactant: [CH3:1][O:2][C:3]1[CH:4]=[C:5]([NH2:14])[C:6](=[CH:10][C:11]=1[O:12][CH3:13])[C:7]([OH:9])=[O:8].CC1(C)O[C:21](=[O:22])[CH2:20][C:18](=[O:19])[O:17]1. Product: [C:18]([CH2:20][C:21]([NH:14][C:5]1[CH:4]=[C:3]([O:2][CH3:1])[C:11]([O:12][CH3:13])=[CH:10][C:6]=1[C:7]([OH:9])=[O:8])=[O:22])([OH:19])=[O:17]. The catalyst class is: 11. (2) Reactant: C([Sn](CCCC)(CCCC)[C:6]1[N:7]=[CH:8][C:9]2[N:10]([CH:12]=[C:13]([C:15]3[CH:20]=[CH:19][C:18]([OH:21])=[CH:17][CH:16]=3)[N:14]=2)[CH:11]=1)CCC.[I:30]I.C(=O)([O-])O.[Na+].S([O-])([O-])(=O)=S.[Na+].[Na+]. Product: [OH:21][C:18]1[CH:19]=[CH:20][C:15]([C:13]2[N:14]=[C:9]3[CH:8]=[N:7][C:6]([I:30])=[CH:11][N:10]3[CH:12]=2)=[CH:16][CH:17]=1. The catalyst class is: 4. (3) Reactant: [CH:1]([C:4]1[N:8]=[C:7]([N:9]2[CH2:14][CH2:13][CH:12]([CH2:15][CH2:16][CH2:17][O:18][C:19]3[CH:29]=[CH:28][C:22]([C:23]([O:25]CC)=[O:24])=[C:21]([CH3:30])[N:20]=3)[CH2:11][CH2:10]2)[O:6][N:5]=1)([CH3:3])[CH3:2].O[Li].O.CO.Cl. Product: [CH:1]([C:4]1[N:8]=[C:7]([N:9]2[CH2:14][CH2:13][CH:12]([CH2:15][CH2:16][CH2:17][O:18][C:19]3[CH:29]=[CH:28][C:22]([C:23]([OH:25])=[O:24])=[C:21]([CH3:30])[N:20]=3)[CH2:11][CH2:10]2)[O:6][N:5]=1)([CH3:2])[CH3:3]. The catalyst class is: 6.